Dataset: Catalyst prediction with 721,799 reactions and 888 catalyst types from USPTO. Task: Predict which catalyst facilitates the given reaction. The catalyst class is: 243. Reactant: [C:1]([O:5][C:6](=[O:22])[CH2:7][CH2:8][CH2:9][CH2:10][CH2:11][CH2:12][CH2:13][CH2:14][CH2:15][CH2:16][CH2:17][CH2:18][CH2:19][CH2:20]Br)([CH3:4])([CH3:3])[CH3:2].[CH3:23][O:24][C:25](=[O:40])[C:26]1[CH:38]=[CH:37][C:36]([OH:39])=[C:28]([C:29]([O:31][C:32]([CH3:35])([CH3:34])[CH3:33])=[O:30])[CH:27]=1.C([O-])([O-])=O.[K+].[K+].C(#N)C. Product: [CH3:23][O:24][C:25](=[O:40])[C:26]1[CH:38]=[CH:37][C:36]([O:39][CH2:20][CH2:19][CH2:18][CH2:17][CH2:16][CH2:15][CH2:14][CH2:13][CH2:12][CH2:11][CH2:10][CH2:9][CH2:8][CH2:7][C:6]([O:5][C:1]([CH3:4])([CH3:3])[CH3:2])=[O:22])=[C:28]([C:29]([O:31][C:32]([CH3:35])([CH3:33])[CH3:34])=[O:30])[CH:27]=1.